Predict which catalyst facilitates the given reaction. From a dataset of Catalyst prediction with 721,799 reactions and 888 catalyst types from USPTO. Reactant: [CH3:1][O:2][C:3]1[CH:4]=[C:5]([SH:9])[CH:6]=[CH:7][CH:8]=1.C(=O)([O-])[O-].[K+].[K+].Br[CH2:17][CH:18]([O:21][CH3:22])[O:19][CH3:20].O. Product: [CH3:20][O:19][CH:18]([O:21][CH3:22])[CH2:17][S:9][C:5]1[CH:6]=[CH:7][CH:8]=[C:3]([O:2][CH3:1])[CH:4]=1. The catalyst class is: 10.